This data is from Catalyst prediction with 721,799 reactions and 888 catalyst types from USPTO. The task is: Predict which catalyst facilitates the given reaction. (1) Reactant: C1(P(C2C=CC=CC=2)C2C=CC=CC=2)C=CC=CC=1.CC(OC(/N=N/C(OC(C)C)=O)=O)C.[Cl:34][C:35]1[CH:40]=[CH:39][C:38]([OH:41])=[CH:37][CH:36]=1.O[CH2:43][C:44]1[CH:45]=[C:46]([CH:59]=[CH:60][CH:61]=1)[CH2:47][C:48]12[CH:58]=[CH:57][CH:56]=[CH:55][CH:49]1[C:50]([NH:52][C:53]2=[O:54])=[O:51]. Product: [Cl:34][C:35]1[CH:40]=[CH:39][C:38]([O:41][CH2:43][C:44]2[CH:45]=[C:46]([CH:59]=[CH:60][CH:61]=2)[CH2:47][C:48]23[CH:58]=[CH:57][CH:56]=[CH:55][CH:49]2[C:50]([NH:52][C:53]3=[O:54])=[O:51])=[CH:37][CH:36]=1. The catalyst class is: 1. (2) Reactant: [CH3:1][OH:2].Br[CH2:4][C:5]1[CH:14]=[C:13]([OH:15])[CH:12]=[C:11]2[C:6]=1[CH2:7][CH:8]([C:19]1[CH:24]=[CH:23][C:22]([OH:25])=[CH:21][CH:20]=1)[CH:9]1[CH2:18][CH2:17][CH2:16][CH:10]12.Cl. The catalyst class is: 13. Product: [OH:25][C:22]1[CH:21]=[CH:20][C:19]([CH:8]2[CH2:7][C:6]3[C:11](=[CH:12][C:13]([OH:15])=[CH:14][C:5]=3[CH2:4][O:2][CH3:1])[CH:10]3[CH2:16][CH2:17][CH2:18][CH:9]23)=[CH:24][CH:23]=1. (3) Reactant: [O:1]=[C:2]1[CH2:6][CH2:5][C@@H:4]([C:7]([OH:9])=[O:8])[CH2:3]1.C[Li].[CH2:12](OCC)C. Product: [OH:1][C:2]1([CH3:12])[CH2:6][CH2:5][C@@H:4]([C:7]([OH:9])=[O:8])[CH2:3]1. The catalyst class is: 1. (4) Reactant: COC1C=CC(P2(SP(C3C=CC(OC)=CC=3)(=S)S2)=[S:10])=CC=1.C1(C)C=CC=CC=1.[NH2:30][C:31]1[C:32]2[C:57]([CH3:64])([C:58]([NH:60][NH:61][CH:62]=O)=O)[C:56](=[O:65])[NH:55][C:33]=2[N:34]=[C:35]([C:37]2[C:45]3[C:40](=[N:41][CH:42]=[CH:43][CH:44]=3)[N:39]([CH2:46][CH2:47][C:48]([F:54])([F:53])[C:49]([F:52])([F:51])[F:50])[N:38]=2)[N:36]=1. Product: [NH2:30][C:31]1[C:32]2[C:57]([CH3:64])([C:58]3[S:10][CH:62]=[N:61][N:60]=3)[C:56](=[O:65])[NH:55][C:33]=2[N:34]=[C:35]([C:37]2[C:45]3[C:40](=[N:41][CH:42]=[CH:43][CH:44]=3)[N:39]([CH2:46][CH2:47][C:48]([F:54])([F:53])[C:49]([F:52])([F:51])[F:50])[N:38]=2)[N:36]=1. The catalyst class is: 1. (5) Reactant: [CH3:1][N:2]([CH3:34])[C:3]1([C:28]2[CH:33]=[CH:32][CH:31]=[CH:30][CH:29]=2)[CH2:8][CH2:7][C:6](=[CH:9][C:10]([NH:12][CH2:13][CH2:14][CH2:15][CH2:16][CH2:17][CH2:18][C:19]2[C:27]3[C:22](=[CH:23][CH:24]=[CH:25][CH:26]=3)[NH:21][CH:20]=2)=[O:11])[CH2:5][CH2:4]1.[Cl:35][Si](C)(C)C.CCOCC. Product: [ClH:35].[CH3:34][N:2]([CH3:1])[C:3]1([C:28]2[CH:29]=[CH:30][CH:31]=[CH:32][CH:33]=2)[CH2:4][CH2:5][C:6](=[CH:9][C:10]([NH:12][CH2:13][CH2:14][CH2:15][CH2:16][CH2:17][CH2:18][C:19]2[C:27]3[C:22](=[CH:23][CH:24]=[CH:25][CH:26]=3)[NH:21][CH:20]=2)=[O:11])[CH2:7][CH2:8]1. The catalyst class is: 573. (6) Reactant: [C:1]([C:5]1[CH:10]=[CH:9][CH:8]=[CH:7][C:6]=1[CH:11]1[CH2:16][CH2:15][NH:14][CH2:13][CH2:12]1)([CH3:4])([CH3:3])[CH3:2].[S:17]1[CH2:21][CH2:20][CH2:19][CH:18]1[C:22](O)=[O:23].CCN=C=NCCCN(C)C.C1C=CC2N(O)N=NC=2C=1.CCN(CC)CC. Product: [C:1]([C:5]1[CH:10]=[CH:9][CH:8]=[CH:7][C:6]=1[CH:11]1[CH2:12][CH2:13][N:14]([C:22]([CH:18]2[CH2:19][CH2:20][CH2:21][S:17]2)=[O:23])[CH2:15][CH2:16]1)([CH3:4])([CH3:2])[CH3:3]. The catalyst class is: 2.